This data is from Retrosynthesis with 50K atom-mapped reactions and 10 reaction types from USPTO. The task is: Predict the reactants needed to synthesize the given product. (1) Given the product O=C(Nc1ccc(F)cc1)N1CCc2ccncc2C1c1ccc(C(F)(F)F)cc1, predict the reactants needed to synthesize it. The reactants are: FC(F)(F)c1ccc(C2NCCc3ccncc32)cc1.O=C=Nc1ccc(F)cc1. (2) Given the product Cc1nc(-c2ccccc2)nc(-c2cccc([N+](=O)[O-])c2)c1C(=O)NCCN(C)C, predict the reactants needed to synthesize it. The reactants are: CN(C)CCN.Cc1nc(-c2ccccc2)nc(-c2cccc([N+](=O)[O-])c2)c1C(=O)O. (3) The reactants are: NC1CCN(Cc2ccc3c(c2)OCO3)CC1.O=C(O)c1cc(=O)c2ccc(OC(F)F)cc2o1. Given the product O=C(NC1CCN(Cc2ccc3c(c2)OCO3)CC1)c1cc(=O)c2ccc(OC(F)F)cc2o1, predict the reactants needed to synthesize it.